Dataset: Forward reaction prediction with 1.9M reactions from USPTO patents (1976-2016). Task: Predict the product of the given reaction. (1) Given the reactants [C:1]([O:4][C@H:5]1[CH2:10][CH2:9][C@H:8]([C:11](=O)[NH:12][C:13]2[CH:18]=[CH:17][C:16]([Br:19])=[CH:15][C:14]=2[N+:20]([O-])=O)[CH2:7][CH2:6]1)(=[O:3])[CH3:2].[H][H], predict the reaction product. The product is: [C:1]([O:4][C@H:5]1[CH2:10][CH2:9][C@H:8]([C:11]2[NH:20][C:14]3[CH:15]=[C:16]([Br:19])[CH:17]=[CH:18][C:13]=3[N:12]=2)[CH2:7][CH2:6]1)(=[O:3])[CH3:2]. (2) Given the reactants Cl[C:2]1[C:21]([C:22]2[N:26](C3CCCCO3)[N:25]=[CH:24][CH:23]=2)=[CH:20][C:5]([C:6]([NH:8][C:9]2[CH:14]=[CH:13][C:12]([O:15][C:16]([Cl:19])([F:18])[F:17])=[CH:11][CH:10]=2)=[O:7])=[CH:4][N:3]=1.[NH:33]1[CH2:38][CH2:37][CH:36]([OH:39])[CH2:35][CH2:34]1.CCN(C(C)C)C(C)C.Cl.C([O-])(O)=O.[Na+], predict the reaction product. The product is: [Cl:19][C:16]([F:18])([F:17])[O:15][C:12]1[CH:13]=[CH:14][C:9]([NH:8][C:6](=[O:7])[C:5]2[CH:20]=[C:21]([C:22]3[NH:26][N:25]=[CH:24][CH:23]=3)[C:2]([N:33]3[CH2:38][CH2:37][CH:36]([OH:39])[CH2:35][CH2:34]3)=[N:3][CH:4]=2)=[CH:10][CH:11]=1.